Dataset: Experimentally validated miRNA-target interactions with 360,000+ pairs, plus equal number of negative samples. Task: Binary Classification. Given a miRNA mature sequence and a target amino acid sequence, predict their likelihood of interaction. (1) The miRNA is hsa-miR-4712-3p with sequence AAUGAGAGACCUGUACUGUAU. The protein sequence of the target gene is MSGYARRQGAPPLSRTRSLVVPDAPAFYERRSCLPQLDCERPHGGDLHPHLFGFRPTFMCYVPSPVLASVGDTGFGYGKGKCTNQGPSGAPETRFGGDKLEDLEEANPFSFKEFLKTKNLSLSKEDTTTSRIYPKEASRHPLGLEHSSPASQLMGYGLESQQPFFEDPTRASNLEEDEDDGWNITYLPSAVDQTHSSRDTQDSPPCDTYLSFFSNSSELACPESLPPWTLSDTDSRISPASPAGSPNADFAAHEESLGDRHLRTLQISYEALKDENSKLRRKLNEVQSFSETQTEMVRTL.... Result: 0 (no interaction). (2) The miRNA is hsa-miR-191-5p with sequence CAACGGAAUCCCAAAAGCAGCUG. Result: 0 (no interaction). The protein sequence of the target gene is MSVFLGPGMPSASLLVNLLSALLILFVFGETEIRFTGQTEFVVNETSTTVIRLIIERIGEPANVTAIVSLYGEDAGDFFDTYAAAFIPAGETNRTVYIAVCDDDLPEPDETFIFHLTLQKPSANVKLGWPRTVTVTILSNDNAFGIISFNMLPSIAVSEPKGRNESMPLTLIREKGTYGMVMVTFEVEGGPNPPDEDLSPVKGNITFPPGRATVIYNLTVLDDEVPENDEIFLIQLKSVEGGAEINTSRNSIEIIIKKNDSPVRFLQSIYLVPEEDHILIIPVVRGKDNNGNLIGSDEYE....